Dataset: Reaction yield outcomes from USPTO patents with 853,638 reactions. Task: Predict the reaction yield, written as a fraction of the theoretical maximum amount of product (1.0 means a 100% yield; for example, 0.34 means a 34% yield). (1) The reactants are [CH:1]([N:4]1[CH:8]=[N:7][N:6]=[C:5]1[C:9]1[S:10][C:11]2[CH2:12][CH2:13][O:14][C:15]3[CH:22]=[C:21]([CH:23]=O)[CH:20]=[CH:19][C:16]=3[C:17]=2[N:18]=1)([CH3:3])[CH3:2].[CH3:25][O:26][CH2:27][CH2:28][NH2:29]. No catalyst specified. The product is [CH:1]([N:4]1[CH:8]=[N:7][N:6]=[C:5]1[C:9]1[S:10][C:11]2[CH2:12][CH2:13][O:14][C:15]3[CH:22]=[C:21]([CH2:23][NH:29][CH2:28][CH2:27][O:26][CH3:25])[CH:20]=[CH:19][C:16]=3[C:17]=2[N:18]=1)([CH3:3])[CH3:2]. The yield is 0.560. (2) The reactants are [H-].[Na+].CCCCCC.[CH3:9][O:10][C:11]1[CH:17]=[CH:16][CH:15]=[C:14]([N+:18]([O-:20])=[O:19])[C:12]=1[NH2:13].[Br:21][CH2:22][C:23](Br)=[O:24]. The catalyst is C1COCC1. The product is [Br:21][CH2:22][C:23]([NH:13][C:12]1[C:14]([N+:18]([O-:20])=[O:19])=[CH:15][CH:16]=[CH:17][C:11]=1[O:10][CH3:9])=[O:24]. The yield is 0.850. (3) The reactants are [Cl:1][C:2]1[CH:7]=[CH:6][C:5]([OH:8])=[CH:4][N:3]=1.[O:9]1[CH2:14][CH2:13][N:12]([CH2:15][CH2:16][O:17][C:18]2[CH:19]=[C:20](B(O)O)[CH:21]=[CH:22][CH:23]=2)[CH2:11][CH2:10]1.C(N(CC)CC)C. The catalyst is ClCCl.C([O-])(=O)C.[Cu+2].C([O-])(=O)C. The product is [Cl:1][C:2]1[N:3]=[CH:4][C:5]([O:8][C:22]2[CH:23]=[C:18]([CH:19]=[CH:20][CH:21]=2)[O:17][CH2:16][CH2:15][N:12]2[CH2:11][CH2:10][O:9][CH2:14][CH2:13]2)=[CH:6][CH:7]=1. The yield is 0.650. (4) The reactants are [F:1][C:2]1[CH:3]=[CH:4][CH:5]=[C:6]([C:15]([C@@H:17]2[O:22][CH2:21][CH2:20][N:19]([C:23]([O:25][C:26]([CH3:29])([CH3:28])[CH3:27])=[O:24])[CH2:18]2)=[O:16])[C:7]=1[C:8]1[CH:13]=[CH:12][CH:11]=[C:10]([CH3:14])[CH:9]=1.[BH4-].[Na+]. The catalyst is CCO. The product is [F:1][C:2]1[C:7]([C:8]2[CH:13]=[CH:12][CH:11]=[C:10]([CH3:14])[CH:9]=2)=[C:6]([CH:15]([OH:16])[C@@H:17]2[O:22][CH2:21][CH2:20][N:19]([C:23]([O:25][C:26]([CH3:28])([CH3:27])[CH3:29])=[O:24])[CH2:18]2)[CH:5]=[CH:4][CH:3]=1. The yield is 0.960. (5) The reactants are [F:1][C:2]1[CH:7]=[CH:6][C:5]([C:8]2[C:17]3[C:12](=[CH:13][C:14]([CH:18]=[O:19])=[CH:15][CH:16]=3)[N:11]=[C:10]([C:20]([NH2:22])=[O:21])[CH:9]=2)=[CH:4][CH:3]=1.CC(=CC)C.Cl([O-])=[O:29].[Na+].O.P([O-])(O)(O)=O.[Na+]. The catalyst is CC(O)(C)C.O. The product is [NH2:22][C:20]([C:10]1[CH:9]=[C:8]([C:5]2[CH:4]=[CH:3][C:2]([F:1])=[CH:7][CH:6]=2)[C:17]2[C:12](=[CH:13][C:14]([C:18]([OH:29])=[O:19])=[CH:15][CH:16]=2)[N:11]=1)=[O:21]. The yield is 0.711.